Dataset: hERG Central: cardiac toxicity at 1µM, 10µM, and general inhibition. Task: Predict hERG channel inhibition at various concentrations. The drug is CN(Cc1ccc(C(F)(F)F)cc1)C(=O)C1CCC(=O)N(C2CC2)C1. Results: hERG_inhib (hERG inhibition (general)): blocker.